From a dataset of Full USPTO retrosynthesis dataset with 1.9M reactions from patents (1976-2016). Predict the reactants needed to synthesize the given product. (1) Given the product [CH3:22][NH:21][C:16]1[CH:15]=[C:14]([C:3]2[CH:4]=[C:5]([CH3:9])[C:6]([CH3:8])=[CH:7][C:2]=2[CH3:1])[N:19]=[C:18]([NH2:20])[N:17]=1, predict the reactants needed to synthesize it. The reactants are: [CH3:1][C:2]1[CH:7]=[C:6]([CH3:8])[C:5]([CH3:9])=[CH:4][C:3]=1B(O)O.I[C:14]1[N:19]=[C:18]([NH2:20])[N:17]=[C:16]([NH:21][CH3:22])[CH:15]=1. (2) Given the product [CH2:44]([NH:16][C:14]([NH:13][C:10]1[CH:11]=[CH:12][C:6]2[N:5]=[C:4]([C:23]3[CH:28]=[CH:27][CH:26]=[C:25]([C:46]4[CH:51]=[C:50]([CH3:52])[N:49]=[C:48]([CH3:53])[CH:47]=4)[CH:24]=3)[CH2:3][C:2](=[O:1])[NH:8][C:7]=2[CH:9]=1)=[O:15])[C:38]1[CH:43]=[CH:42][CH:41]=[CH:40][CH:39]=1, predict the reactants needed to synthesize it. The reactants are: [O:1]=[C:2]1[NH:8][C:7]2[CH:9]=[C:10]([NH:13][C:14]([NH:16]C3C=CC=CC=3)=[O:15])[CH:11]=[CH:12][C:6]=2[N:5]=[C:4]([C:23]2[CH:28]=[CH:27][CH:26]=[C:25](B3OC(C)(C)C(C)(C)O3)[CH:24]=2)[CH2:3]1.[C:38]1([CH3:44])[CH:43]=[CH:42][CH:41]=[CH:40][CH:39]=1.Br[C:46]1[CH:51]=[C:50]([CH3:52])[N:49]=[C:48]([CH3:53])[CH:47]=1.[F-].[Cs+]. (3) The reactants are: [C:1]([C:5]1[N:10]=[C:9]([N:11]2[CH2:16][CH2:15][N:14]([CH2:17][CH2:18][CH2:19][CH2:20][NH2:21])[CH2:13][CH2:12]2)[CH:8]=[C:7]([C:22]([F:25])([F:24])[F:23])[N:6]=1)([CH3:4])([CH3:3])[CH3:2].C1N=CN([C:31](N2C=NC=C2)=[O:32])C=1.[Cl:38][C:39]1[C:44]([Cl:45])=[CH:43][CH:42]=[CH:41][C:40]=1[N:46]1[CH2:51][CH2:50][NH:49][CH2:48][CH2:47]1. Given the product [C:1]([C:5]1[N:10]=[C:9]([N:11]2[CH2:16][CH2:15][N:14]([CH2:17][CH2:18][CH2:19][CH2:20][NH:21][C:31]([N:49]3[CH2:50][CH2:51][N:46]([C:40]4[CH:41]=[CH:42][CH:43]=[C:44]([Cl:45])[C:39]=4[Cl:38])[CH2:47][CH2:48]3)=[O:32])[CH2:13][CH2:12]2)[CH:8]=[C:7]([C:22]([F:24])([F:25])[F:23])[N:6]=1)([CH3:4])([CH3:2])[CH3:3], predict the reactants needed to synthesize it.